This data is from Forward reaction prediction with 1.9M reactions from USPTO patents (1976-2016). The task is: Predict the product of the given reaction. (1) Given the reactants Cl.Cl[C:3]1C=CC(NN)=CC=1.BrCCCC1C=NC=CC=1.ClC1C=CC(N(CCCC2C=NC=CC=2)N)=CC=1.C(OC(OCC)CCCNC)C.[Cl:51][C:52]1[CH:53]=[C:54]2[C:58](=[CH:59][CH:60]=1)[N:57]([CH2:61][CH2:62][CH2:63][C:64]1[CH:65]=[N:66][CH:67]=[CH:68][CH:69]=1)[CH:56]=[C:55]2[CH2:70][CH2:71][NH:72][CH3:73].C=O.C(O)(C(F)(F)F)=O, predict the reaction product. The product is: [Cl:51][C:52]1[CH:53]=[C:54]2[C:58](=[CH:59][CH:60]=1)[N:57]([CH2:61][CH2:62][CH2:63][C:64]1[CH:65]=[N:66][CH:67]=[CH:68][CH:69]=1)[C:56]1[CH2:73][N:72]([CH3:3])[CH2:71][CH2:70][C:55]2=1. (2) The product is: [CH3:36][N:37]([CH2:38][CH2:39][CH2:40][CH2:41][CH2:42][CH2:43][CH2:44][CH2:45][C:46]1[CH:47]=[CH:48][CH:49]=[CH:50][CH:51]=1)[C:4](=[O:3])[C:5]1[CH:10]=[C:9]([C:11]2[CH:16]=[CH:15][CH:14]=[C:13]([C:17]([F:20])([F:18])[F:19])[CH:12]=2)[C:8]([O:21][CH2:22][CH2:23][OH:24])=[C:7]([C:25]2[CH:30]=[CH:29][CH:28]=[C:27]([C:31]([F:33])([F:34])[F:32])[CH:26]=2)[CH:6]=1. Given the reactants C([O:3][C:4](=O)[C:5]1[CH:10]=[C:9]([C:11]2[CH:16]=[CH:15][CH:14]=[C:13]([C:17]([F:20])([F:19])[F:18])[CH:12]=2)[C:8]([O:21][CH2:22][CH2:23][OH:24])=[C:7]([C:25]2[CH:30]=[CH:29][CH:28]=[C:27]([C:31]([F:34])([F:33])[F:32])[CH:26]=2)[CH:6]=1)C.[CH3:36][NH:37][CH2:38][CH2:39][CH2:40][CH2:41][CH2:42][CH2:43][CH2:44][CH2:45][C:46]1[CH:51]=[CH:50][CH:49]=[CH:48][CH:47]=1, predict the reaction product. (3) Given the reactants [NH2:1][CH:2]([C:6]1[CH:11]=[CH:10][CH:9]=[C:8]([Cl:12])[CH:7]=1)[C:3]([NH2:5])=[O:4].[C:13]1(=O)[CH2:18][CH2:17][CH2:16][CH2:15][CH2:14]1, predict the reaction product. The product is: [Cl:12][C:8]1[CH:7]=[C:6]([CH:2]2[NH:1][C:13]3([CH2:18][CH2:17][CH2:16][CH2:15][CH2:14]3)[NH:5][C:3]2=[O:4])[CH:11]=[CH:10][CH:9]=1. (4) Given the reactants [CH3:1][C@@H:2]1[O:7][C@@H:6]([O:8][C@@H:9]2[C:14]3=[C:15]([OH:32])[C:16]4[C:28](=[O:29])[C:27]5[C:22](=[CH:23][CH:24]=[CH:25][C:26]=5[O:30][CH3:31])[C:20](=[O:21])[C:17]=4[C:18]([OH:19])=[C:13]3[CH2:12][C@@:11]([OH:37])([C:33]([CH2:35][OH:36])=[O:34])[CH2:10]2)[CH2:5][C@H:4]([NH2:38])[C@@H:3]1[OH:39].Cl.C(O)[C@H]1O[C@H](O[C@]2(CO)O[C@H](CO)[C@@H](O)[C@@H]2O)[C@H](O)[C@@H](O)[C@@H]1O, predict the reaction product. The product is: [CH3:1][C@@H:2]1[O:7][C@@H:6]([O:8][C@@H:9]2[C:14]3=[C:15]([OH:32])[C:16]4[C:28](=[O:29])[C:27]5[C:22](=[CH:23][CH:24]=[CH:25][C:26]=5[O:30][CH3:31])[C:20](=[O:21])[C:17]=4[C:18]([OH:19])=[C:13]3[CH2:12][C@@:11]([OH:37])([C:33]([CH2:35][OH:36])=[O:34])[CH2:10]2)[CH2:5][C@H:4]([NH2:38])[C@@H:3]1[OH:39]. (5) Given the reactants [CH2:1]([O:3][C:4](=[O:20])[CH2:5][NH:6][C:7](=[O:19])[C@@H:8]1[CH2:12][CH2:11][CH2:10][N:9]1[C:13](=[O:18])[CH2:14][CH:15]([CH3:17])C)[CH3:2].C(O[C:24](=O)[C@H:25]([CH:43](C)C)NC(=O)[C@@H]1CCCN1C(=O)CC1C=CC=CC=1)C.C(OC(=O)[C@H](C(C)C)NC(=O)[C@@H]1CCCN1C(=O)C1C=CC=CC=1)C.C(OC(=O)CCNC(=O)[C@@H]1CCCN1C(=O)C1C=CC=CC=1)C.C(N1CCC[C@H]1C(NCCC(N)=O)=O)(=O)C1C=CC=CC=1.C(N1CCC[C@H]1C(NCC(N)=O)=O)(=O)C1C=CC=CC=1.CNC(=O)CNC(=O)[C@@H]1CCCN1C(=O)CC1C=CC=CC=1.CN(C)C(=O)CNC(=O)[C@@H]1CCCN1C(=O)CC1C=CC=CC=1, predict the reaction product. The product is: [CH2:1]([O:3][C:4](=[O:20])[CH2:5][NH:6][C:7](=[O:19])[C@@H:8]1[CH2:12][CH2:11][CH2:10][N:9]1[C:13](=[O:18])[C:14]1[CH:15]=[CH:17][CH:43]=[CH:25][CH:24]=1)[CH3:2]. (6) Given the reactants [CH3:1][C:2]1[N:7]([CH2:8][CH2:9][C:10]2[CH:19]=[CH:18][C:13]([C:14]([O:16][CH3:17])=[O:15])=[CH:12][CH:11]=2)[C:6](=[O:20])[CH:5]=[CH:4][C:3]=1[C:21]1[CH:26]=[CH:25][CH:24]=[CH:23][CH:22]=1.[Cl:27]N1C(=O)CCC1=O.C(Cl)(Cl)Cl, predict the reaction product. The product is: [Cl:27][C:5]1[C:6](=[O:20])[N:7]([CH2:8][CH2:9][C:10]2[CH:19]=[CH:18][C:13]([C:14]([O:16][CH3:17])=[O:15])=[CH:12][CH:11]=2)[C:2]([CH3:1])=[C:3]([C:21]2[CH:26]=[CH:25][CH:24]=[CH:23][CH:22]=2)[CH:4]=1.